From a dataset of Full USPTO retrosynthesis dataset with 1.9M reactions from patents (1976-2016). Predict the reactants needed to synthesize the given product. (1) The reactants are: [P:1]([O:8]CC)([O:5][CH2:6][CH3:7])[O:2][CH2:3][CH3:4].[CH:11]1[CH:16]=[C:15]2[C:17](Br)=[C:18](Br)[S:19][C:14]2=[CH:13][CH:12]=1. Given the product [CH2:3]([O:2][P:1]([C:18]1[S:19][C:14]2[CH:13]=[CH:12][CH:11]=[CH:16][C:15]=2[C:17]=1[P:1]([O:2][CH2:3][CH3:4])([O:5][CH2:6][CH3:7])=[O:8])([O:5][CH2:6][CH3:7])=[O:8])[CH3:4], predict the reactants needed to synthesize it. (2) Given the product [NH2:30][C:29]1[C:28]([N+:31]([O-:33])=[O:32])=[CH:27][N:26]=[CH:25][C:24]=1[C:12]1[CH:11]=[C:4]([CH:3]=[C:2]([F:1])[CH:13]=1)[CH2:5][NH:6][S:7]([CH3:10])(=[O:8])=[O:9], predict the reactants needed to synthesize it. The reactants are: [F:1][C:2]1[CH:3]=[C:4]([CH:11]=[C:12](B2OC(C)(C)C(C)(C)O2)[CH:13]=1)[CH2:5][NH:6][S:7]([CH3:10])(=[O:9])=[O:8].Br[C:24]1[CH:25]=[N:26][CH:27]=[C:28]([N+:31]([O-:33])=[O:32])[C:29]=1[NH2:30].C([O-])([O-])=O.[Na+].[Na+].CCOC(C)=O. (3) Given the product [Na+:39].[F:1][C:2]1[CH:3]=[CH:4][C:5]([C:8]2[C:16]3[C:11](=[CH:12][CH:13]=[CH:14][CH:15]=3)[N:10]([CH:17]([CH3:19])[CH3:18])[C:9]=2/[CH:20]=[CH:21]/[C@@H:22]([OH:30])[CH2:23][C@@H:24]([OH:29])[CH2:25][C:26]([O-:28])=[O:27])=[CH:6][CH:7]=1, predict the reactants needed to synthesize it. The reactants are: [F:1][C:2]1[CH:7]=[CH:6][C:5]([C:8]2[C:16]3[C:11](=[CH:12][CH:13]=[CH:14][CH:15]=3)[N:10]([CH:17]([CH3:19])[CH3:18])[C:9]=2/[CH:20]=[CH:21]/[C@@H:22]([OH:30])[CH2:23][C@@H:24]([OH:29])[CH2:25][C:26]([OH:28])=[O:27])=[CH:4][CH:3]=1.CO[N-]C.C(O)C.[OH-].[Na+:39]. (4) The reactants are: [CH:1]([NH:4][C:5]1[C:10]([NH2:11])=[CH:9][N:8]=[C:7]([NH:12][C:13]2[CH:18]=[CH:17][N:16]=[C:15]([N:19]3[CH2:24][CH2:23][CH:22]([O:25][CH3:26])[CH2:21][CH2:20]3)[N:14]=2)[CH:6]=1)([CH3:3])[CH3:2].[CH3:27][N:28]=[C:29]=S.F[P-](F)(F)(F)(F)F.N1(O[P+](N(C)C)(N(C)C)N(C)C)C2C=CC=CC=2N=N1.C1CCN2C(=NCCC2)CC1. Given the product [CH:1]([N:4]1[C:5]2[CH:6]=[C:7]([NH:12][C:13]3[CH:18]=[CH:17][N:16]=[C:15]([N:19]4[CH2:24][CH2:23][CH:22]([O:25][CH3:26])[CH2:21][CH2:20]4)[N:14]=3)[N:8]=[CH:9][C:10]=2[N:11]=[C:27]1[NH:28][CH3:29])([CH3:3])[CH3:2], predict the reactants needed to synthesize it. (5) Given the product [CH3:30][C:25]1[C:24]([C:22]2[O:21][N:20]=[C:19]([CH2:18][N:3]3[C:4]4[C:9](=[C:8]([C:11]([F:12])([F:14])[F:13])[C:7]([C:15]#[N:16])=[CH:6][CH:5]=4)[CH:10]=[C:2]3[CH3:1])[N:23]=2)=[C:28]([CH3:29])[O:27][N:26]=1, predict the reactants needed to synthesize it. The reactants are: [CH3:1][C:2]1[NH:3][C:4]2[C:9]([CH:10]=1)=[C:8]([C:11]([F:14])([F:13])[F:12])[C:7]([C:15]#[N:16])=[CH:6][CH:5]=2.Cl[CH2:18][C:19]1[N:23]=[C:22]([C:24]2[C:25]([CH3:30])=[N:26][O:27][C:28]=2[CH3:29])[O:21][N:20]=1. (6) Given the product [CH:2]([C:4]1[CH:27]=[CH:26][C:7]([CH2:8][O:9][C:10]2[CH:11]=[CH:12][C:13]([C@@H:16]([C:21]3[CH:25]=[CH:24][O:23][N:22]=3)[CH2:17][C:18]([OH:20])=[O:19])=[CH:14][CH:15]=2)=[CH:6][C:5]=1[O:28][C:29]([F:32])([F:31])[F:30])([CH3:3])[CH3:1], predict the reactants needed to synthesize it. The reactants are: [CH2:1]=[C:2]([C:4]1[CH:27]=[CH:26][C:7]([CH2:8][O:9][C:10]2[CH:15]=[CH:14][C:13]([C@@H:16]([C:21]3[CH:25]=[CH:24][O:23][N:22]=3)[CH2:17][C:18]([OH:20])=[O:19])=[CH:12][CH:11]=2)=[CH:6][C:5]=1[O:28][C:29]([F:32])([F:31])[F:30])[CH3:3].C1(C2C=C(C=CC=2OC(F)(F)F)COC2C=CC([C@@H](C3C=CON=3)CC(O)=O)=CC=2)CCCC1. (7) Given the product [Cl:23][C:24]1[C:29]([C:7]2[CH:8]=[C:9]3[C:4](=[CH:5][CH:6]=2)[NH:3][C:2]([CH3:1])([CH3:22])[CH:11]=[C:10]3[CH3:12])=[CH:28][CH:27]=[CH:26][C:25]=1[OH:31], predict the reactants needed to synthesize it. The reactants are: [CH3:1][C:2]1([CH3:22])[CH:11]=[C:10]([CH3:12])[C:9]2[C:4](=[CH:5][CH:6]=[C:7](B3OC(C)(C)C(C)(C)O3)[CH:8]=2)[NH:3]1.[Cl:23][C:24]1[C:29](I)=[CH:28][CH:27]=[CH:26][C:25]=1[OH:31].CC([O-])=O.[K+]. (8) Given the product [O:7]1[CH2:12][CH2:11][N:10]([CH2:13][CH2:14][NH2:15])[CH2:9][CH2:8]1, predict the reactants needed to synthesize it. The reactants are: [H-].[H-].[H-].[H-].[Li+].[Al+3].[O:7]1[CH2:12][CH2:11][N:10]([CH2:13][C:14]#[N:15])[CH2:9][CH2:8]1. (9) Given the product [F:38][C@H:14]1[CH2:18][NH:8][C@H:9]([C:10]([NH:35][C@@H:32]2[C@@H:30]3[C@@H:29]([CH2:28][N:27]([C:24]4[CH:23]=[CH:22][C:21]([C:20]([F:19])([F:36])[F:37])=[CH:26][N:25]=4)[CH2:31]3)[CH2:34][CH2:33]2)=[O:12])[CH2:13]1, predict the reactants needed to synthesize it. The reactants are: C(OC([N:8]([CH3:18])[C@@H:9]([CH2:13][C:14](C)(C)C)[C:10]([OH:12])=O)=O)(C)(C)C.[F:19][C:20]([F:37])([F:36])[C:21]1[CH:22]=[CH:23][C:24]([N:27]2[CH2:31][C@@H:30]3[C@@H:32]([NH2:35])[CH2:33][CH2:34][C@@H:29]3[CH2:28]2)=[N:25][CH:26]=1.[F:38]C(F)(F)C1N=C(N2C[C@@H]3[C@@H](N)CC[C@@H]3C2)C=CC=1.